This data is from Full USPTO retrosynthesis dataset with 1.9M reactions from patents (1976-2016). The task is: Predict the reactants needed to synthesize the given product. (1) Given the product [CH3:16][C:6]1[CH:11]=[CH:10][C:9]([S:12]([O:5][CH:1]2[CH2:4][CH2:3][CH2:2]2)(=[O:14])=[O:13])=[CH:8][CH:7]=1, predict the reactants needed to synthesize it. The reactants are: [CH:1]1([OH:5])[CH2:4][CH2:3][CH2:2]1.[C:6]1([CH3:16])[CH:11]=[CH:10][C:9]([S:12](Cl)(=[O:14])=[O:13])=[CH:8][CH:7]=1.Cl. (2) Given the product [Cl:1][C:2]([Cl:7])([Cl:6])[C:3]([C:10]1[N:9]([CH3:8])[CH:13]=[CH:12][N:11]=1)=[O:4], predict the reactants needed to synthesize it. The reactants are: [Cl:1][C:2]([Cl:7])([Cl:6])[C:3](Cl)=[O:4].[CH3:8][N:9]1[CH:13]=[CH:12][N:11]=[CH:10]1.C(N(CC)CC)C. (3) Given the product [Cl:1][C:2]1[C:7]([CH2:8][CH2:9][CH3:10])=[C:6]([F:11])[CH:5]=[CH:4][C:3]=1[CH:12]=[O:13], predict the reactants needed to synthesize it. The reactants are: [Cl:1][C:2]1[C:7]([CH2:8][CH2:9][CH3:10])=[C:6]([F:11])[CH:5]=[CH:4][C:3]=1[CH:12](OC)[O:13]C.O.C(OCC)(=O)C. (4) The reactants are: [C:1]([C:5]1[CH:10]=[CH:9][C:8]([C@H:11]([OH:16])[CH2:12][CH2:13][CH2:14][Cl:15])=[CH:7][CH:6]=1)([CH3:4])([CH3:3])[CH3:2].[C:17](Cl)(=[O:19])[CH3:18]. Given the product [C:17]([O:16][C@@H:11]([C:8]1[CH:7]=[CH:6][C:5]([C:1]([CH3:4])([CH3:2])[CH3:3])=[CH:10][CH:9]=1)[CH2:12][CH2:13][CH2:14][Cl:15])(=[O:19])[CH3:18], predict the reactants needed to synthesize it. (5) Given the product [OH:9][C:10]1([C:13]2[N:14]=[C:15]([CH2:18][N:19]3[N:23]=[C:22]([NH:24][C:25]([C:27]4[N:28]=[C:29]([CH3:39])[O:30][C:31]=4[C:32]4[CH:33]=[C:34]([CH3:38])[CH:35]=[CH:36][CH:37]=4)=[O:26])[CH:21]=[N:20]3)[O:16][CH:17]=2)[CH2:11][CH2:12]1, predict the reactants needed to synthesize it. The reactants are: N#N.C([O:9][C:10]1([C:13]2[N:14]=[C:15]([CH2:18][N:19]3[N:23]=[C:22]([NH:24][C:25]([C:27]4[N:28]=[C:29]([CH3:39])[O:30][C:31]=4[C:32]4[CH:33]=[C:34]([CH3:38])[CH:35]=[CH:36][CH:37]=4)=[O:26])[CH:21]=[N:20]3)[O:16][CH:17]=2)[CH2:12][CH2:11]1)(=O)C(C)(C)C.CC(C[AlH]CC(C)C)C.[C@H](O)(C([O-])=O)[C@@H](O)C([O-])=O.[Na+].[K+]. (6) Given the product [Br:1][C:2]1[CH:7]=[C:6]([F:8])[CH:5]=[CH:4][C:3]=1[C:15]([CH3:17])([CH3:16])[CH2:18][C:19]([OH:27])=[O:20], predict the reactants needed to synthesize it. The reactants are: [Br:1][C:2]1[CH:7]=[C:6]([F:8])[CH:5]=[CH:4][C:3]=1I.C([Mg]Cl)(C)C.[C:15](=[C:18]1C(=O)OC(C)(C)[O:20][C:19]1=[O:27])([CH3:17])[CH3:16].